From a dataset of Full USPTO retrosynthesis dataset with 1.9M reactions from patents (1976-2016). Predict the reactants needed to synthesize the given product. Given the product [CH3:12][C:4]1[N:3]=[C:2]([NH:18][C:17]2[CH:19]=[C:20]([O:24][CH3:25])[C:21]([O:22][CH3:23])=[C:15]([O:14][CH3:13])[CH:16]=2)[C:11]2[C:6](=[CH:7][CH:8]=[CH:9][CH:10]=2)[N:5]=1, predict the reactants needed to synthesize it. The reactants are: Cl[C:2]1[C:11]2[C:6](=[CH:7][CH:8]=[CH:9][CH:10]=2)[N:5]=[C:4]([CH3:12])[N:3]=1.[CH3:13][O:14][C:15]1[CH:16]=[C:17]([CH:19]=[C:20]([O:24][CH3:25])[C:21]=1[O:22][CH3:23])[NH2:18].C([O-])(=O)C.[Na+].